From a dataset of Full USPTO retrosynthesis dataset with 1.9M reactions from patents (1976-2016). Predict the reactants needed to synthesize the given product. (1) Given the product [C:11]1([C:17](=[O:26])[CH:18]([C:20]2[CH:25]=[CH:24][CH:23]=[CH:22][N:21]=2)[CH3:19])[CH:12]=[CH:13][CH:14]=[CH:15][CH:16]=1, predict the reactants needed to synthesize it. The reactants are: CS(C)=O.C(Cl)(=O)C(Cl)=O.[C:11]1([CH:17]([OH:26])[CH:18]([C:20]2[CH:25]=[CH:24][CH:23]=[CH:22][N:21]=2)[CH3:19])[CH:16]=[CH:15][CH:14]=[CH:13][CH:12]=1.C(N(CC)CC)C. (2) Given the product [NH2:32][C:33]1[S:37][C:36]([C:38]2[C:43]([F:44])=[CH:42][CH:41]=[CH:40][C:39]=2[F:45])=[N:35][C:34]=1[C:46]([NH:1][C:2]1[CH:3]=[N:4][N:5]([CH3:24])[C:6]=1[N:7]1[CH2:13][CH2:12][CH:11]([O:14][CH2:15][CH3:16])[CH:10]([NH2:17])[CH2:9][CH2:8]1)=[O:47], predict the reactants needed to synthesize it. The reactants are: [NH2:1][C:2]1[CH:3]=[N:4][N:5]([CH3:24])[C:6]=1[N:7]1[CH2:13][CH2:12][CH:11]([O:14][CH2:15][CH3:16])[CH:10]([NH:17]C(=O)C(F)(F)F)[CH2:9][CH2:8]1.C(OC([NH:32][C:33]1[S:37][C:36]([C:38]2[C:43]([F:44])=[CH:42][CH:41]=[CH:40][C:39]=2[F:45])=[N:35][C:34]=1[C:46](O)=[O:47])=O)(C)(C)C. (3) Given the product [NH2:28][C:21]1[C:20]2[N:19]=[C:18]([CH2:29][O:30][CH2:31][CH3:32])[N:17]([CH2:16][CH2:15][CH2:14][NH:13][C:11]([NH:10][C@@H:8]3[CH2:9][C@H:7]3[C:1]3[CH:6]=[CH:5][CH:4]=[CH:3][CH:2]=3)=[O:12])[C:25]=2[C:24]([CH3:26])=[C:23]([CH3:27])[N:22]=1, predict the reactants needed to synthesize it. The reactants are: [C:1]1([C@@H:7]2[CH2:9][C@H:8]2[N:10]=[C:11]=[O:12])[CH:6]=[CH:5][CH:4]=[CH:3][CH:2]=1.[NH2:13][CH2:14][CH2:15][CH2:16][N:17]1[C:25]2[C:24]([CH3:26])=[C:23]([CH3:27])[N:22]=[C:21]([NH2:28])[C:20]=2[N:19]=[C:18]1[CH2:29][O:30][CH2:31][CH3:32]. (4) Given the product [CH3:12][CH:13]1[CH2:18][N:17]([C:9]([O:8][CH2:1][C:2]2[CH:7]=[CH:6][CH:5]=[CH:4][CH:3]=2)=[O:10])[CH2:16][CH2:15][N:14]1[C:28]([O:30][C:31]([CH3:34])([CH3:33])[CH3:32])=[O:29], predict the reactants needed to synthesize it. The reactants are: [CH2:1]([O:8][C:9](Cl)=[O:10])[C:2]1[CH:7]=[CH:6][CH:5]=[CH:4][CH:3]=1.[CH3:12][CH:13]1[CH2:18][NH:17][CH2:16][CH2:15][NH:14]1.C(N(CC)C(C)C)(C)C.[C:28](O[C:28]([O:30][C:31]([CH3:34])([CH3:33])[CH3:32])=[O:29])([O:30][C:31]([CH3:34])([CH3:33])[CH3:32])=[O:29]. (5) Given the product [CH2:14]([NH:17][C:18]1[C:19]2[CH2:27][CH2:26][CH:25]([C:29]3[CH:30]=[CH:31][C:32]([F:35])=[CH:33][CH:34]=3)[C:20]=2[N:21]=[C:22]([NH:13][C:11]2[CH:10]=[CH:9][C:6]([C:7]#[N:8])=[C:5]([O:4][CH2:1][CH:2]=[CH2:3])[CH:12]=2)[N:23]=1)[CH:15]=[CH2:16], predict the reactants needed to synthesize it. The reactants are: [CH2:1]([O:4][C:5]1[CH:12]=[C:11]([NH2:13])[CH:10]=[CH:9][C:6]=1[C:7]#[N:8])[CH:2]=[CH2:3].[CH2:14]([NH:17][C:18]1[C:19]2[CH2:27][CH2:26][C:25]([C:29]3[CH:34]=[CH:33][C:32]([F:35])=[CH:31][CH:30]=3)(C)[C:20]=2[N:21]=[C:22](Cl)[N:23]=1)[CH:15]=[CH2:16].OS(O)(=O)=O. (6) Given the product [CH3:38][C@H:25]1[CH2:24][C:23]2[C:22](=[CH:21][CH:29]=[CH:30][CH:31]=2)[N:20]1[C:17](=[O:19])[CH2:16][C:11]1[NH:12][C:13](=[O:15])[CH:14]=[C:9]([N:5]2[CH2:6][CH2:7][O:8][CH:3]([CH3:2])[CH2:4]2)[N:10]=1, predict the reactants needed to synthesize it. The reactants are: [Na].[CH3:2][CH:3]1[O:8][CH2:7][CH2:6][N:5]([C:9]2[N:10]=[C:11]([CH2:16][C:17]([OH:19])=O)[NH:12][C:13](=[O:15])[CH:14]=2)[CH2:4]1.[N:20]1[CH:25]=[CH:24][CH:23]=[CH:22][CH:21]=1.Cl.CN(C)[CH2:29][CH2:30][CH2:31]N=C=NCC.[CH3:38]N(C=O)C. (7) Given the product [CH:24]1([C@H:4]2[C@H:3]([CH3:27])[C@@H:2]([NH:1][C:63]3[CH:68]=[N:67][C:66]([CH3:69])=[CH:65][N:64]=3)[C:11]3[C:6](=[CH:7][CH:8]=[C:9]([C:12]4[CH:13]=[N:14][N:15]([CH2:17][CH2:18][O:19][CH3:20])[CH:16]=4)[CH:10]=3)[N:5]2[C:21](=[O:23])[CH3:22])[CH2:26][CH2:25]1, predict the reactants needed to synthesize it. The reactants are: [NH2:1][C@H:2]1[C:11]2[C:6](=[CH:7][CH:8]=[C:9]([C:12]3[CH:13]=[N:14][N:15]([CH2:17][CH2:18][O:19][CH3:20])[CH:16]=3)[CH:10]=2)[N:5]([C:21](=[O:23])[CH3:22])[C@@H:4]([CH:24]2[CH2:26][CH2:25]2)[C@@H:3]1[CH3:27].CN(C1C(C2C(P(C3CCCCC3)C3CCCCC3)=CC=CC=2)=CC=CC=1)C.CC(C)([O-])C.[Na+].Br[C:63]1[CH:68]=[N:67][C:66]([CH3:69])=[CH:65][N:64]=1. (8) Given the product [F:1][B-:2]([F:5])([F:4])[F:3].[CH3:14][N:15]([CH3:23])[C:16]([N:20]([CH3:22])[CH3:21])=[NH+:17][CH2:18][CH3:19], predict the reactants needed to synthesize it. The reactants are: [F:1][B-:2]([F:5])([F:4])[F:3].C([O+](CC)CC)C.[Br-].[CH3:14][N:15]([CH3:23])[C:16]([N:20]([CH3:22])[CH3:21])=[NH+:17][CH2:18][CH3:19]. (9) Given the product [F:6][C:5]([F:7])([F:8])[C:4]([C:10]1[CH:15]=[CH:14][C:13]([O:16][CH3:17])=[C:12]([CH3:18])[CH:11]=1)([OH:3])[CH3:9], predict the reactants needed to synthesize it. The reactants are: C[Si](C)(C)[O:3][C:4]([C:10]1[CH:15]=[CH:14][C:13]([O:16][CH3:17])=[C:12]([CH3:18])[CH:11]=1)([CH3:9])[C:5]([F:8])([F:7])[F:6].Cl.O.C(OCC)(=O)C. (10) Given the product [Br:15][C:12]1[CH:13]=[CH:14][C:9]([O:8][C:5]([C:4]([O:3][CH2:1][CH3:2])=[O:18])([CH3:7])[CH3:6])=[C:10]([CH:16]=[N:36][C:34]([O:43][Si:20]([CH3:22])([CH3:21])[CH3:19])=[CH2:35])[CH:11]=1, predict the reactants needed to synthesize it. The reactants are: [CH2:1]([O:3][C:4](=[O:18])[C:5]([O:8][C:9]1[CH:14]=[CH:13][C:12]([Br:15])=[CH:11][C:10]=1[CH:16]=O)([CH3:7])[CH3:6])[CH3:2].[CH3:19][Si:20]([N-][Si:20]([CH3:22])([CH3:21])[CH3:19])([CH3:22])[CH3:21].[Li+].C[Si](Cl)(C)C.[CH2:34]([N:36](CC)CC)[CH3:35].C(Cl)(=[O:43])C.